This data is from Full USPTO retrosynthesis dataset with 1.9M reactions from patents (1976-2016). The task is: Predict the reactants needed to synthesize the given product. (1) Given the product [CH3:1][O:2][C:3]([C:5]1[C:10]([NH:11][C:13]2[CH:14]=[N:15][CH:16]=[N:17][CH:18]=2)=[N:9][CH:8]=[CH:7][N:6]=1)=[O:4], predict the reactants needed to synthesize it. The reactants are: [CH3:1][O:2][C:3]([C:5]1[C:10]([NH2:11])=[N:9][CH:8]=[CH:7][N:6]=1)=[O:4].Br[C:13]1[CH:14]=[N:15][CH:16]=[N:17][CH:18]=1. (2) Given the product [Si:3]([O:10][CH:11]1[CH2:12][CH2:13][CH:14]([C:17](=[O:25])[CH:18]=[CH:40][C:39]2[CH:42]=[CH:43][CH:44]=[CH:45][C:38]=2[C:36]2[N:35]=[CH:34][N:33]([C:32]([C:52]3[CH:57]=[CH:56][CH:55]=[CH:54][CH:53]=3)([C:46]3[CH:47]=[CH:48][CH:49]=[CH:50][CH:51]=3)[C:26]3[CH:31]=[CH:30][CH:29]=[CH:28][CH:27]=3)[CH:37]=2)[CH2:15][CH2:16]1)([C:6]([CH3:7])([CH3:8])[CH3:9])([CH3:4])[CH3:5], predict the reactants needed to synthesize it. The reactants are: [H-].[Na+].[Si:3]([O:10][CH:11]1[CH2:16][CH2:15][CH:14]([C:17](=[O:25])[CH2:18]P(=O)(OC)OC)[CH2:13][CH2:12]1)([C:6]([CH3:9])([CH3:8])[CH3:7])([CH3:5])[CH3:4].[C:26]1([C:32]([C:52]2[CH:57]=[CH:56][CH:55]=[CH:54][CH:53]=2)([C:46]2[CH:51]=[CH:50][CH:49]=[CH:48][CH:47]=2)[N:33]2[CH:37]=[C:36]([C:38]3[CH:45]=[CH:44][CH:43]=[CH:42][C:39]=3[CH:40]=O)[N:35]=[CH:34]2)[CH:31]=[CH:30][CH:29]=[CH:28][CH:27]=1. (3) The reactants are: [C:1]([O:5][C:6]([NH:8][C@H:9]1[CH2:14][CH2:13][CH2:12][CH2:11][C@H:10]1[NH:15][C:16]1[CH:25]=[C:24]([C:26]#[N:27])[C:19]([C:20]([O:22]C)=O)=[C:18]([C:28]2[CH:29]=[N:30][N:31]([CH3:33])[CH:32]=2)[N:17]=1)=[O:7])([CH3:4])([CH3:3])[CH3:2]. Given the product [CH3:33][N:31]1[CH:32]=[C:28]([C:18]2[C:19]3[C:20](=[O:22])[NH:27][CH2:26][C:24]=3[CH:25]=[C:16]([NH:15][C@@H:10]3[CH2:11][CH2:12][CH2:13][CH2:14][C@@H:9]3[NH:8][C:6](=[O:7])[O:5][C:1]([CH3:3])([CH3:4])[CH3:2])[N:17]=2)[CH:29]=[N:30]1, predict the reactants needed to synthesize it. (4) Given the product [Cl:30][C:25]1[CH:26]=[CH:27][CH:28]=[CH:29][C:24]=1[CH2:23][CH2:22][O:21][CH2:20][CH2:19][N:16]1[CH2:15][CH2:14][C:13]([CH2:12][NH:11][CH2:10][C@@H:9]([C:32]2[CH:41]=[CH:40][C:39]([OH:42])=[C:38]3[C:33]=2[CH:34]=[CH:35][C:36](=[O:43])[NH:37]3)[OH:8])([OH:31])[CH2:18][CH2:17]1, predict the reactants needed to synthesize it. The reactants are: [Si]([O:8][C@H:9]([C:32]1[CH:41]=[CH:40][C:39]([OH:42])=[C:38]2[C:33]=1[CH:34]=[CH:35][C:36](=[O:43])[NH:37]2)[CH2:10][NH:11][CH2:12][C:13]1([OH:31])[CH2:18][CH2:17][N:16]([CH2:19][CH2:20][O:21][CH2:22][CH2:23][C:24]2[CH:29]=[CH:28][CH:27]=[CH:26][C:25]=2[Cl:30])[CH2:15][CH2:14]1)(C(C)(C)C)(C)C.F.F.F.C(N(CC)CC)C.